Dataset: Forward reaction prediction with 1.9M reactions from USPTO patents (1976-2016). Task: Predict the product of the given reaction. (1) Given the reactants [CH3:1][C:2]1[CH:7]=[CH:6][C:5]([OH:8])=[C:4]([N+:9]([O-:11])=[O:10])[CH:3]=1.Br[CH2:13][CH:14]=[CH2:15].C([O-])([O-])=O.[K+].[K+].O, predict the reaction product. The product is: [CH2:15]([O:8][C:5]1[CH:6]=[CH:7][C:2]([CH3:1])=[CH:3][C:4]=1[N+:9]([O-:11])=[O:10])[CH:14]=[CH2:13]. (2) Given the reactants Cl[C:2]1[CH:3]=[C:4]2[N:11](S(C)(=O)=O)[C:10]([CH3:17])([CH3:16])[CH2:9][N:5]2[C:6](=[O:8])[N:7]=1.[OH:18][CH2:19][C:20]1[CH:21]=[C:22]([CH:25]=[CH:26][CH:27]=1)[C:23]#[N:24].C([O-])([O-])=O.[K+].[K+], predict the reaction product. The product is: [CH3:16][C:10]1([CH3:17])[CH2:9][N:5]2[C:6](=[O:8])[N:7]=[C:2]([O:18][CH2:19][C:20]3[CH:21]=[C:22]([CH:25]=[CH:26][CH:27]=3)[C:23]#[N:24])[CH:3]=[C:4]2[NH:11]1. (3) The product is: [Cl:12][CH2:13][CH2:14][NH:15][C:16]([NH:9][C:5]1[CH:6]=[CH:7][CH:8]=[C:3]([C:2]([F:10])([F:11])[F:1])[CH:4]=1)=[O:17]. Given the reactants [F:1][C:2]([F:11])([F:10])[C:3]1[CH:4]=[C:5]([NH2:9])[CH:6]=[CH:7][CH:8]=1.[Cl:12][CH2:13][CH2:14][N:15]=[C:16]=[O:17], predict the reaction product. (4) Given the reactants [CH:1]([C:3]1[CH:4]=[C:5]2[C:10](=[CH:11][CH:12]=1)[C:9](=[O:13])[O:8][CH:7]([CH3:14])[CH2:6]2)=[CH2:2].C1C=C(Cl)C=C(C(OO)=[O:23])C=1, predict the reaction product. The product is: [CH3:14][CH:7]1[CH2:6][C:5]2[C:10](=[CH:11][CH:12]=[C:3]([CH:1]3[CH2:2][O:23]3)[CH:4]=2)[C:9](=[O:13])[O:8]1. (5) Given the reactants CO[C:3]1([O:14]C)[C:12]2[C:7](=[CH:8][CH:9]=[CH:10][CH:11]=2)[C:6](=[O:13])[CH:5]=[CH:4]1.[C:16]1([S:22]([N:25]2[C:33]3[C:28](=[CH:29][CH:30]=[CH:31][CH:32]=3)[CH:27]=[CH:26]2)(=[O:24])=[O:23])[CH:21]=[CH:20][CH:19]=[CH:18][CH:17]=1, predict the reaction product. The product is: [C:16]1([S:22]([N:25]2[C:33]3[C:28](=[CH:29][CH:30]=[CH:31][CH:32]=3)[CH:27]=[C:26]2[C:3]2([OH:14])[C:12]3[C:7](=[CH:8][CH:9]=[CH:10][CH:11]=3)[C:6](=[O:13])[CH:5]=[CH:4]2)(=[O:24])=[O:23])[CH:17]=[CH:18][CH:19]=[CH:20][CH:21]=1.